Dataset: Reaction yield outcomes from USPTO patents with 853,638 reactions. Task: Predict the reaction yield, written as a fraction of the theoretical maximum amount of product (1.0 means a 100% yield; for example, 0.34 means a 34% yield). (1) The reactants are [CH3:1][O:2][CH2:3][C@H:4]([CH3:31])[O:5][C:6]1[CH:7]=[C:8]([C:23]2[NH:27][C:26]([C:28](O)=[O:29])=[CH:25][CH:24]=2)[CH:9]=[C:10]([O:12][C:13]2[CH:18]=[CH:17][C:16]([S:19]([CH3:22])(=[O:21])=[O:20])=[CH:15][CH:14]=2)[CH:11]=1.[NH2:32][CH2:33][C@H:34]([OH:37])[CH2:35][OH:36].CCN=C=NCCCN(C)C.Cl.Cl. The catalyst is ClCCl.CN(C)C1C=CN=CC=1. The product is [OH:37][C@H:34]([CH2:35][OH:36])[CH2:33][NH:32][C:28]([C:26]1[NH:27][C:23]([C:8]2[CH:9]=[C:10]([O:12][C:13]3[CH:18]=[CH:17][C:16]([S:19]([CH3:22])(=[O:20])=[O:21])=[CH:15][CH:14]=3)[CH:11]=[C:6]([O:5][C@@H:4]([CH3:31])[CH2:3][O:2][CH3:1])[CH:7]=2)=[CH:24][CH:25]=1)=[O:29]. The yield is 0.680. (2) The reactants are P(Br)(Br)[Br:2].C(Cl)Cl.[Cl:8][C:9]1[C:14]([F:15])=[CH:13][CH:12]=[C:11]([F:16])[C:10]=1[CH:17](O)[CH3:18]. The catalyst is O. The product is [Br:2][CH:17]([C:10]1[C:9]([Cl:8])=[C:14]([F:15])[CH:13]=[CH:12][C:11]=1[F:16])[CH3:18]. The yield is 0.780. (3) The reactants are [Br:1][C:2]1[CH:10]=[CH:9][CH:8]=[C:7]2[C:3]=1[C:4]1([C:19]3[CH:20]=[C:21]([F:25])[C:22]([F:24])=[CH:23][C:18]=3[O:17][CH2:16]1)[C:5](=[O:15])[N:6]2[CH2:11][C:12]([OH:14])=O.C(Cl)(=O)C(Cl)=O.[F:32][C:33]1[CH:39]=[CH:38][CH:37]=[CH:36][C:34]=1[NH2:35].ClCCl. The catalyst is C1(C)C=CC=CC=1.CN(C=O)C. The product is [Br:1][C:2]1[CH:10]=[CH:9][CH:8]=[C:7]2[C:3]=1[C:4]1([C:19]3[CH:20]=[C:21]([F:25])[C:22]([F:24])=[CH:23][C:18]=3[O:17][CH2:16]1)[C:5](=[O:15])[N:6]2[CH2:11][C:12]([NH:35][C:34]1[CH:36]=[CH:37][CH:38]=[CH:39][C:33]=1[F:32])=[O:14]. The yield is 0.760.